Predict the product of the given reaction. From a dataset of Forward reaction prediction with 1.9M reactions from USPTO patents (1976-2016). (1) Given the reactants [NH2:1][C:2]1[CH:30]=[CH:29][C:5]([O:6][C:7]2[CH:12]=[CH:11][N:10]=[C:9]3[CH:13]=[C:14]([C:16]4[N:21]=[CH:20][C:19]([CH2:22][N:23]5[CH2:27][CH2:26][CH2:25][C:24]5=[O:28])=[CH:18][CH:17]=4)[S:15][C:8]=23)=[C:4]([F:31])[CH:3]=1.CCN(C(C)C)C(C)C.ClC(Cl)(O[C:45](=[O:51])OC(Cl)(Cl)Cl)Cl.[NH2:53][C:54]1[CH:55]=[C:56]([CH:60]=[CH:61][CH:62]=1)[C:57]([NH2:59])=[O:58], predict the reaction product. The product is: [F:31][C:4]1[CH:3]=[C:2]([NH:1][C:45](=[O:51])[NH:53][C:54]2[CH:55]=[C:56]([CH:60]=[CH:61][CH:62]=2)[C:57]([NH2:59])=[O:58])[CH:30]=[CH:29][C:5]=1[O:6][C:7]1[CH:12]=[CH:11][N:10]=[C:9]2[CH:13]=[C:14]([C:16]3[CH:17]=[CH:18][C:19]([CH2:22][N:23]4[CH2:27][CH2:26][CH2:25][C:24]4=[O:28])=[CH:20][N:21]=3)[S:15][C:8]=12. (2) Given the reactants [CH:1]12[O:8][CH:5]([CH2:6][CH2:7]1)[CH2:4][N:3]([C:9]1[N:14]=[C:13]([C:15]3[CH:21]=[CH:20][C:18]([NH2:19])=[CH:17][CH:16]=3)[N:12]=[C:11]3[N:22]([CH:25]4[CH2:30][CH2:29][N:28]([CH2:31][C:32]([F:35])([F:34])[F:33])[CH2:27][CH2:26]4)[N:23]=[CH:24][C:10]=13)[CH2:2]2.C(N(CC)CC)C.ClC(Cl)(O[C:47](=[O:53])OC(Cl)(Cl)Cl)Cl.[CH:55]1([NH2:58])[CH2:57][CH2:56]1, predict the reaction product. The product is: [CH:55]1([NH:58][C:47]([NH:19][C:18]2[CH:20]=[CH:21][C:15]([C:13]3[N:12]=[C:11]4[N:22]([CH:25]5[CH2:26][CH2:27][N:28]([CH2:31][C:32]([F:34])([F:35])[F:33])[CH2:29][CH2:30]5)[N:23]=[CH:24][C:10]4=[C:9]([N:3]4[CH2:4][CH:5]5[O:8][CH:1]([CH2:7][CH2:6]5)[CH2:2]4)[N:14]=3)=[CH:16][CH:17]=2)=[O:53])[CH2:57][CH2:56]1. (3) The product is: [ClH:46].[NH2:19][CH2:18][CH2:17][CH2:16][C:15]([NH:14][C:11]1[C:10](=[O:28])[C:9]2[CH:29]=[C:30]([O:31][C:32]3[CH:33]=[CH:34][CH:35]=[CH:36][CH:37]=3)[C:6]([NH:5][S:2]([CH3:1])(=[O:4])=[O:3])=[CH:7][C:8]=2[O:13][CH:12]=1)=[O:27]. Given the reactants [CH3:1][S:2]([NH:5][C:6]1[C:30]([O:31][C:32]2[CH:37]=[CH:36][CH:35]=[CH:34][CH:33]=2)=[CH:29][C:9]2[C:10](=[O:28])[C:11]([NH:14][C:15](=[O:27])[CH2:16][CH2:17][CH2:18][NH:19]C(=O)OC(C)(C)C)=[CH:12][O:13][C:8]=2[CH:7]=1)(=[O:4])=[O:3].FC(F)(F)C(O)=O.C(Cl)[Cl:46], predict the reaction product.